Dataset: Full USPTO retrosynthesis dataset with 1.9M reactions from patents (1976-2016). Task: Predict the reactants needed to synthesize the given product. (1) Given the product [CH3:1][O:16][C:15](=[O:17])[C:14]1[C:9]([F:8])=[CH:10][CH:11]=[C:12]([N+:25]([O-:27])=[O:26])[C:13]=1[NH:18][C:19]1[CH:24]=[CH:23][CH:22]=[CH:21][CH:20]=1, predict the reactants needed to synthesize it. The reactants are: [CH3:1][Si](C=[N+]=[N-])(C)C.[F:8][C:9]1[C:14]([C:15]([OH:17])=[O:16])=[C:13]([NH:18][C:19]2[CH:24]=[CH:23][CH:22]=[CH:21][CH:20]=2)[C:12]([N+:25]([O-:27])=[O:26])=[CH:11][CH:10]=1. (2) Given the product [CH:2]1([CH2:5][O:6][C:7]2[CH:12]=[C:11]([O:13][CH3:14])[C:10]([F:15])=[CH:9][C:8]=2[C:16]2[C:17]3[NH:24][C:23]([CH3:25])=[C:22]([C:26]([NH:28][C@@H:29]4[CH2:34][CH2:33][N:32]([C:40](=[O:39])[CH2:41][OH:42])[CH2:31][C@H:30]4[OH:35])=[O:27])[C:18]=3[N:19]=[CH:20][N:21]=2)[CH2:4][CH2:3]1, predict the reactants needed to synthesize it. The reactants are: Cl.[CH:2]1([CH2:5][O:6][C:7]2[CH:12]=[C:11]([O:13][CH3:14])[C:10]([F:15])=[CH:9][C:8]=2[C:16]2[C:17]3[NH:24][C:23]([CH3:25])=[C:22]([C:26]([NH:28][C@@H:29]4[CH2:34][CH2:33][NH:32][CH2:31][C@H:30]4[OH:35])=[O:27])[C:18]=3[N:19]=[CH:20][N:21]=2)[CH2:4][CH2:3]1.C([O:39][CH2:40][C:41](Cl)=[O:42])(=O)C. (3) The reactants are: [Br:1][C:2]1[CH:3]=[N:4][C:5]2[N:6]([N:8]=[C:9]([C:11]([OH:13])=O)[CH:10]=2)[CH:7]=1.[F:14][C:15]1[CH:16]=[CH:17][CH:18]=[C:19]2[C:24]=1[CH:23]([CH2:25][CH3:26])[NH:22][CH2:21][CH2:20]2. Given the product [Br:1][C:2]1[CH:3]=[N:4][C:5]2[N:6]([N:8]=[C:9]([C:11]([N:22]3[CH2:21][CH2:20][C:19]4[C:24](=[C:15]([F:14])[CH:16]=[CH:17][CH:18]=4)[CH:23]3[CH2:25][CH3:26])=[O:13])[CH:10]=2)[CH:7]=1, predict the reactants needed to synthesize it.